Dataset: Forward reaction prediction with 1.9M reactions from USPTO patents (1976-2016). Task: Predict the product of the given reaction. (1) Given the reactants [N+:1]([C:4]1[CH:23]=[CH:22][C:7]([O:8][C:9](NC2C=C(C=CN=2)C(OC)=O)=[O:10])=[CH:6][CH:5]=1)([O-:3])=[O:2].NC1C=C(C(OC)=O)C=CN=1.[NH2:35][C:36]1[S:37][C:38]([C:42]([O:44][CH2:45][CH3:46])=[O:43])=[C:39]([CH3:41])[N:40]=1, predict the reaction product. The product is: [CH3:41][C:39]1[N:40]=[C:36]([NH:35][C:9]([O:8][C:7]2[CH:6]=[CH:5][C:4]([N+:1]([O-:3])=[O:2])=[CH:23][CH:22]=2)=[O:10])[S:37][C:38]=1[C:42]([O:44][CH2:45][CH3:46])=[O:43]. (2) Given the reactants [N+:1]([C:4]1[CH:5]=[CH:6][C:7]2[O:13][CH2:12][CH2:11][N:10]([C:14](=[O:19])[C:15]([F:18])([F:17])[F:16])[CH2:9][C:8]=2[CH:20]=1)([O-])=O.[H][H], predict the reaction product. The product is: [F:18][C:15]([F:16])([F:17])[C:14]([N:10]1[CH2:9][C:8]2[CH:20]=[C:4]([NH2:1])[CH:5]=[CH:6][C:7]=2[O:13][CH2:12][CH2:11]1)=[O:19]. (3) The product is: [CH3:9][N:8]1[C:7]2[CH:6]=[C:5]([C:10]3[CH:15]=[CH:14][C:13]([O:16][CH2:17][C:18]4[CH:23]=[CH:22][N:21]=[CH:20][CH:19]=4)=[C:12]([C:24]([F:27])([F:26])[F:25])[CH:11]=3)[N:4]=[C:3]([C:28]#[N:29])[C:2]=2[N:1]=[N:30]1. Given the reactants [NH2:1][C:2]1[C:3]([C:28]#[N:29])=[N:4][C:5]([C:10]2[CH:15]=[CH:14][C:13]([O:16][CH2:17][C:18]3[CH:23]=[CH:22][N:21]=[CH:20][CH:19]=3)=[C:12]([C:24]([F:27])([F:26])[F:25])[CH:11]=2)=[CH:6][C:7]=1[NH:8][CH3:9].[N:30]([O-])=O.[Na+], predict the reaction product. (4) Given the reactants [Si:1]([O:8][CH2:9][C@@H:10]1[CH:15]=[C:14]([CH2:16][O:17][CH2:18][C:19]2[CH:24]=[CH:23][C:22]([O:25][CH3:26])=[CH:21][CH:20]=2)[C:13](=[O:27])[CH2:12][N:11]1[C:28]([O:30][C:31]([CH3:34])([CH3:33])[CH3:32])=[O:29])([C:4]([CH3:7])([CH3:6])[CH3:5])([CH3:3])[CH3:2].[Si](OC[C@@H]1C=C(C)[C@H](O)CN1C(OC(C)(C)C)=O)(C(C)(C)C)(C)C, predict the reaction product. The product is: [Si:1]([O:8][CH2:9][C@@H:10]1[CH:15]=[C:14]([CH2:16][O:17][CH2:18][C:19]2[CH:24]=[CH:23][C:22]([O:25][CH3:26])=[CH:21][CH:20]=2)[CH:13]([OH:27])[CH2:12][N:11]1[C:28]([O:30][C:31]([CH3:34])([CH3:33])[CH3:32])=[O:29])([C:4]([CH3:6])([CH3:7])[CH3:5])([CH3:3])[CH3:2]. (5) Given the reactants [CH2:1]([O:8][C:9]1[CH:14]=[CH:13][C:12]([C:15]([F:18])([F:17])[F:16])=[CH:11][C:10]=1[C:19](=O)[CH2:20][CH2:21][C:22](=O)[CH3:23])[C:2]1[CH:7]=[CH:6][CH:5]=[CH:4][CH:3]=1.[NH2:26][C:27]1[CH:32]=[CH:31][CH:30]=[C:29]([Br:33])[N:28]=1, predict the reaction product. The product is: [F:16][C:15]([F:18])([F:17])[C:12]1[CH:13]=[CH:14][C:9]([O:8][CH2:1][C:2]2[CH:7]=[CH:6][CH:5]=[CH:4][CH:3]=2)=[C:10]([C:19]2[N:26]([C:27]3[N:28]=[C:29]([Br:33])[CH:30]=[CH:31][CH:32]=3)[C:22]([CH3:23])=[CH:21][CH:20]=2)[CH:11]=1. (6) Given the reactants [F:1][C:2]1[CH:19]=[CH:18][C:5]([O:6][CH:7]([C:13](OCC)=[O:14])[C:8](OCC)=[O:9])=[CH:4][CH:3]=1.[H-].[Al+3].[Li+].[H-].[H-].[H-].O, predict the reaction product. The product is: [F:1][C:2]1[CH:3]=[CH:4][C:5]([O:6][CH:7]([CH2:13][OH:14])[CH2:8][OH:9])=[CH:18][CH:19]=1.